Dataset: Reaction yield outcomes from USPTO patents with 853,638 reactions. Task: Predict the reaction yield, written as a fraction of the theoretical maximum amount of product (1.0 means a 100% yield; for example, 0.34 means a 34% yield). (1) The reactants are [NH2:1][C:2]1/[C:3](=[CH:8]/[C:9]2[CH:27]=[CH:26][C:12]([O:13][C:14]3[CH:21]=[CH:20][C:17]([C:18]#[N:19])=[CH:16][C:15]=3[C:22]([F:25])([F:24])[F:23])=[C:11]([O:28][CH3:29])[CH:10]=2)/[NH:4][C:5](=[O:7])[N:6]=1.[CH2:30]([N:32]([CH2:36][CH3:37])[CH2:33][CH2:34]N)[CH3:31]. The catalyst is CO. The product is [CH2:30]([N:32]([CH2:36][CH3:37])[CH2:33][CH2:34][NH:1][C:2]1/[C:3](=[CH:8]/[C:9]2[CH:27]=[CH:26][C:12]([O:13][C:14]3[CH:21]=[CH:20][C:17]([C:18]#[N:19])=[CH:16][C:15]=3[C:22]([F:23])([F:25])[F:24])=[C:11]([O:28][CH3:29])[CH:10]=2)/[NH:4][C:5](=[O:7])[N:6]=1)[CH3:31]. The yield is 0.530. (2) The product is [F:22][C:21]([F:24])([F:23])[C:17]1[CH:16]=[C:15]([S:12]([CH:9]2[CH2:10][CH2:11][CH:6]([N:28]3[CH2:29][CH2:30][NH:25][C:26](=[O:31])[CH2:27]3)[CH2:7][CH2:8]2)(=[O:14])=[O:13])[CH:20]=[CH:19][CH:18]=1. The yield is 0.00900. The reactants are CS(O[CH:6]1[CH2:11][CH2:10][CH:9]([S:12]([C:15]2[CH:20]=[CH:19][CH:18]=[C:17]([C:21]([F:24])([F:23])[F:22])[CH:16]=2)(=[O:14])=[O:13])[CH2:8][CH2:7]1)(=O)=O.[NH:25]1[CH2:30][CH2:29][NH:28][CH2:27][C:26]1=[O:31]. The catalyst is CN(C=O)C.CCOC(C)=O. (3) The reactants are I[CH2:2][CH3:3].[Br:4][C:5]1[CH:6]=[C:7]([SH:11])[CH:8]=[CH:9][CH:10]=1.C(#N)C.C(=O)([O-])[O-].[K+].[K+]. The catalyst is C(OCC)(=O)C. The product is [Br:4][C:5]1[CH:10]=[CH:9][CH:8]=[C:7]([S:11][CH2:2][CH3:3])[CH:6]=1. The yield is 1.00. (4) The reactants are [NH2:1][C:2]1[CH:7]=[CH:6][C:5]([F:8])=[CH:4][N:3]=1.[N+](C1C=CC([CH:18]([S:22][C:23]([C:36]2[CH:41]=[CH:40][CH:39]=[CH:38][CH:37]=2)([C:30]2[CH:35]=[CH:34][CH:33]=[CH:32][CH:31]=2)[C:24]2[CH:29]=[CH:28][CH:27]=[CH:26][CH:25]=2)[C:19]([O-])=[O:20])=CC=1)([O-])=O.C(N(CC)CC)C.C(OCC)C. The catalyst is CN(C=O)C. The product is [F:8][C:5]1[CH:6]=[CH:7][C:2]([NH:1][C:19](=[O:20])[CH2:18][S:22][C:23]([C:24]2[CH:29]=[CH:28][CH:27]=[CH:26][CH:25]=2)([C:30]2[CH:31]=[CH:32][CH:33]=[CH:34][CH:35]=2)[C:36]2[CH:41]=[CH:40][CH:39]=[CH:38][CH:37]=2)=[N:3][CH:4]=1. The yield is 0.750. (5) The reactants are [Br:1][C:2]1[CH:3]=[C:4]([S:8](Cl)(=[O:10])=[O:9])[CH:5]=[N:6][CH:7]=1.[NH2:12][C:13]([CH3:18])([CH2:16][OH:17])[CH2:14][OH:15]. No catalyst specified. The product is [OH:15][CH2:14][C:13]([NH:12][S:8]([C:4]1[CH:5]=[N:6][CH:7]=[C:2]([Br:1])[CH:3]=1)(=[O:10])=[O:9])([CH2:16][OH:17])[CH3:18]. The yield is 0.260. (6) The yield is 0.660. The catalyst is OS(O)(=O)=O.O. The product is [N+:12]([C:5]1[CH:4]=[CH:3][C:17]([C:18]([OH:20])=[O:19])=[C:11]2[C:6]=1[CH:7]=[CH:8][CH:9]=[N:10]2)([O-:14])=[O:13]. The reactants are CC1[CH:3]=[CH:4][C:5]([N+:12]([O-:14])=[O:13])=[C:6]2[C:11]=1[N:10]=[CH:9][CH:8]=[CH:7]2.[OH-].[Na+].[CH3:17][C:18]([OH:20])=[O:19]. (7) The reactants are [CH3:1][O:2][C:3]1[CH:8]=[CH:7][C:6](OC)=[CH:5][C:4]=1[CH2:11][C:12]([NH:14][C:15]1[CH:56]=[CH:55][C:18]([C:19]([N:21]([CH2:47][C:48]([O:50]C(C)(C)C)=[O:49])[CH2:22][C:23]2[CH:28]=[CH:27][C:26]([C:29]3[O:33][N:32]=[C:31]([C:34]4[CH:39]=[CH:38][C:37]([C:40]5[CH:45]=[CH:44][C:43]([CH3:46])=[CH:42][CH:41]=5)=[CH:36][CH:35]=4)[N:30]=3)=[CH:25][CH:24]=2)=[O:20])=[CH:17][CH:16]=1)=[O:13].[CH3:57][OH:58].[Li+].[OH-]. The catalyst is C1COCC1. The product is [CH3:1][O:2][C:3]1[CH:8]=[CH:7][CH:6]=[C:5]([O:58][CH3:57])[C:4]=1[CH2:11][C:12]([NH:14][C:15]1[CH:16]=[CH:17][C:18]([C:19]([N:21]([CH2:47][C:48]([OH:50])=[O:49])[CH2:22][C:23]2[CH:28]=[CH:27][C:26]([C:29]3[O:33][N:32]=[C:31]([C:34]4[CH:35]=[CH:36][C:37]([C:40]5[CH:45]=[CH:44][C:43]([CH3:46])=[CH:42][CH:41]=5)=[CH:38][CH:39]=4)[N:30]=3)=[CH:25][CH:24]=2)=[O:20])=[CH:55][CH:56]=1)=[O:13]. The yield is 0.480. (8) The yield is 0.545. The catalyst is ClCCCl.C([O-])(O)=O.[Na+].CC(C)[O-].[Ti+4].CC(C)[O-].CC(C)[O-].CC(C)[O-]. The product is [Si:41]([O:48][CH2:49][CH2:50][NH:1][C@:2]12[CH2:37][CH2:36][C@@H:35]([C:38]([CH3:40])=[CH2:39])[C@@H:3]1[C@@H:4]1[C@@:17]([CH3:20])([CH2:18][CH2:19]2)[C@@:16]2([CH3:21])[C@@H:7]([C@:8]3([CH3:34])[C@@H:13]([CH2:14][CH2:15]2)[C:12]([CH3:22])([CH3:23])[C:11]([C:24]2[CH:25]=[CH:26][C:27]([C:28]([O:30][CH3:31])=[O:29])=[CH:32][CH:33]=2)=[CH:10][CH2:9]3)[CH2:6][CH2:5]1)([C:44]([CH3:47])([CH3:46])[CH3:45])([CH3:43])[CH3:42]. The reactants are [NH2:1][C@:2]12[CH2:37][CH2:36][C@@H:35]([C:38]([CH3:40])=[CH2:39])[C@@H:3]1[C@@H:4]1[C@@:17]([CH3:20])([CH2:18][CH2:19]2)[C@@:16]2([CH3:21])[C@@H:7]([C@:8]3([CH3:34])[C@@H:13]([CH2:14][CH2:15]2)[C:12]([CH3:23])([CH3:22])[C:11]([C:24]2[CH:33]=[CH:32][C:27]([C:28]([O:30][CH3:31])=[O:29])=[CH:26][CH:25]=2)=[CH:10][CH2:9]3)[CH2:6][CH2:5]1.[Si:41]([O:48][CH2:49][CH:50]=O)([C:44]([CH3:47])([CH3:46])[CH3:45])([CH3:43])[CH3:42].C(O[BH-](OC(=O)C)OC(=O)C)(=O)C.[Na+]. (9) The reactants are Cl.[F:2][C:3]1[CH:8]=[CH:7][C:6]([NH:9][NH2:10])=[CH:5][CH:4]=1.CCN(C(C)C)C(C)C.[CH:20](=O)[CH:21]=[O:22]. The yield is 0.970. The product is [F:2][C:3]1[CH:8]=[CH:7][C:6]([NH:9]/[N:10]=[CH:20]/[CH:21]=[O:22])=[CH:5][CH:4]=1. The catalyst is C1COCC1.